From a dataset of Full USPTO retrosynthesis dataset with 1.9M reactions from patents (1976-2016). Predict the reactants needed to synthesize the given product. (1) Given the product [CH3:56][C:57]1[N:58]([CH2:65][CH2:66][NH:67][C:45]([CH2:46][CH:16]2[CH2:17][NH:18][CH2:19][CH2:20][N:9]([CH2:8][C:6]([O:5][C:1]([CH3:2])([CH3:3])[CH3:4])=[O:7])[CH2:10][CH2:11][NH:12][CH2:13][CH2:14][N:15]2[CH2:25][C:26]([O:28][C:29]([CH3:31])([CH3:32])[CH3:30])=[O:27])=[O:44])[C:59]([N+:62]([O-:64])=[O:63])=[CH:60][N:61]=1, predict the reactants needed to synthesize it. The reactants are: [C:1]([O:5][C:6]([CH2:8][N:9]1[CH2:20][CH2:19][N:18](CC(O)=O)[CH2:17][CH2:16][N:15]([CH2:25][C:26]([O:28][C:29]([CH3:32])([CH3:31])[CH3:30])=[O:27])[CH2:14][CH2:13][N:12](CC(O)=O)[CH2:11][CH2:10]1)=[O:7])([CH3:4])([CH3:3])[CH3:2].C(CN=C=NC)C.[OH:44][C:45]1C2N=NNC=2C=C[CH:46]=1.Cl.Cl.[CH3:56][C:57]1[N:58]([CH2:65][CH2:66][NH2:67])[C:59]([N+:62]([O-:64])=[O:63])=[CH:60][N:61]=1. (2) Given the product [C:1]([O:5][C:6]([N:8]1[CH2:9][CH2:10][N:11]([CH2:14][C:15]2[C:20]([C:21]([F:22])([F:23])[F:24])=[CH:19][C:18]([C:25](=[O:26])[NH:35][CH2:36][C:37]3[CH:42]=[C:41]([Cl:43])[CH:40]=[CH:39][C:38]=3[S:44]([CH2:47][CH3:48])(=[O:46])=[O:45])=[C:17]([NH2:28])[C:16]=2[Br:29])[CH2:12][CH2:13]1)=[O:7])([CH3:2])([CH3:4])[CH3:3], predict the reactants needed to synthesize it. The reactants are: [C:1]([O:5][C:6]([N:8]1[CH2:13][CH2:12][N:11]([CH2:14][C:15]2[C:20]([C:21]([F:24])([F:23])[F:22])=[CH:19][C:18]([C:25](O)=[O:26])=[C:17]([NH2:28])[C:16]=2[Br:29])[CH2:10][CH2:9]1)=[O:7])([CH3:4])([CH3:3])[CH3:2].NC1C(Cl)=C(C=O)C(C(F)(F)F)=CC=1C([NH:35][CH2:36][C:37]1[CH:42]=[C:41]([Cl:43])[CH:40]=[CH:39][C:38]=1[S:44]([CH2:47][CH3:48])(=[O:46])=[O:45])=O. (3) Given the product [ClH:1].[Cl:1][C:2]1[CH:3]=[C:4]([CH:28]=[CH:29][CH:30]=1)[O:5][C:6]1[CH:7]=[CH:8][C:9]2[N:13]=[C:12]([CH2:14][O:15][C:16]3[CH:17]=[C:18]([CH:23]=[CH:24][CH:25]=3)[C:19]([OH:21])=[O:20])[N:11]([CH3:26])[C:10]=2[CH:27]=1, predict the reactants needed to synthesize it. The reactants are: [Cl:1][C:2]1[CH:3]=[C:4]([CH:28]=[CH:29][CH:30]=1)[O:5][C:6]1[CH:7]=[CH:8][C:9]2[N:13]=[C:12]([CH2:14][O:15][C:16]3[CH:17]=[C:18]([CH:23]=[CH:24][CH:25]=3)[C:19]([O:21]C)=[O:20])[N:11]([CH3:26])[C:10]=2[CH:27]=1.[OH-].[Na+].Cl. (4) Given the product [Br:14][C:6]1[CH:7]=[C:2]([Cl:1])[CH:3]=[CH:4][C:5]=1[CH3:9], predict the reactants needed to synthesize it. The reactants are: [Cl:1][C:2]1[CH:3]=[CH:4][C:5]([CH3:9])=[C:6](N)[CH:7]=1.N([O-])=O.[Na+].[BrH:14]. (5) Given the product [N+:1]([C:4]1[CH:5]=[CH:6][C:7]([CH2:8][O:9][C:10](=[O:19])[CH2:11][C:12]2[CH:17]=[C:16]([S:23]([Cl:22])(=[O:25])=[O:24])[CH:15]=[CH:14][C:13]=2[CH3:18])=[CH:20][CH:21]=1)([O-:3])=[O:2], predict the reactants needed to synthesize it. The reactants are: [N+:1]([C:4]1[CH:21]=[CH:20][C:7]([CH2:8][O:9][C:10](=[O:19])[CH2:11][C:12]2[CH:17]=[CH:16][CH:15]=[CH:14][C:13]=2[CH3:18])=[CH:6][CH:5]=1)([O-:3])=[O:2].[Cl:22][S:23](O)(=[O:25])=[O:24]. (6) Given the product [CH3:56][N:57]1[CH2:63][CH2:62][CH2:61][N:60]([C:15]([C:14]2[CH:18]=[CH:19][CH:20]=[CH:21][C:13]=2[C:11]2[O:12][C:8]([CH:7]=[C:6]3[S:5][C:4](=[S:22])[NH:3][C:2]3=[O:1])=[CH:9][CH:10]=2)=[O:17])[CH2:59][CH2:58]1, predict the reactants needed to synthesize it. The reactants are: [O:1]=[C:2]1[C:6](=[CH:7][C:8]2[O:12][C:11]([C:13]3[CH:21]=[CH:20][CH:19]=[CH:18][C:14]=3[C:15]([OH:17])=O)=[CH:10][CH:9]=2)[S:5][C:4](=[S:22])[NH:3]1.CN(C(ON1N=NC2C=CC=CC1=2)=[N+](C)C)C.F[P-](F)(F)(F)(F)F.CCN(C(C)C)C(C)C.[CH3:56][N:57]1[CH2:63][CH2:62][CH2:61][NH:60][CH2:59][CH2:58]1. (7) Given the product [C:1]([O:4][C@@H:5]1[C@@H:10]([O:11][C:12](=[O:14])[CH3:13])[C@H:9]([O:15][C:16](=[O:18])[CH3:17])[C@@H:8]([CH2:19][O:20][C:21](=[O:23])[CH3:22])[O:7][C@H:6]1[C:24]1[CH:29]=[C:28]([CH2:30][C:31]2[S:32][C:33]3[CH:39]=[CH:38][CH:37]=[CH:36][C:34]=3[CH:35]=2)[CH:27]=[CH:26][C:25]=1[O:40][CH:47]1[CH2:51][CH2:50][CH2:49][CH2:48]1)(=[O:3])[CH3:2], predict the reactants needed to synthesize it. The reactants are: [C:1]([O:4][C@@H:5]1[C@@H:10]([O:11][C:12](=[O:14])[CH3:13])[C@H:9]([O:15][C:16](=[O:18])[CH3:17])[C@@H:8]([CH2:19][O:20][C:21](=[O:23])[CH3:22])[O:7][C@H:6]1[C:24]1[CH:29]=[C:28]([CH2:30][C:31]2[S:32][C:33]3[CH:39]=[CH:38][CH:37]=[CH:36][C:34]=3[CH:35]=2)[CH:27]=[CH:26][C:25]=1[OH:40])(=[O:3])[CH3:2].C(=O)([O-])[O-].[K+].[K+].[CH:47]1(Br)[CH2:51][CH2:50][CH2:49][CH2:48]1.[I-].[K+]. (8) Given the product [CH2:1]([NH:8][C:9]([CH3:15])([CH3:14])[CH2:10][CH2:11][OH:12])[C:2]1[CH:7]=[CH:6][CH:5]=[CH:4][CH:3]=1, predict the reactants needed to synthesize it. The reactants are: [CH2:1]([NH:8][C:9]([CH3:15])([CH3:14])[CH2:10][C:11](O)=[O:12])[C:2]1[CH:7]=[CH:6][CH:5]=[CH:4][CH:3]=1.B. (9) Given the product [CH:1]1([C@H:7]([NH:12][C:13]([C:15]2[O:16][C:17]([C:20]3[CH:25]=[CH:24][CH:23]=[C:22]([CH2:26][NH:27][C:29](=[O:30])[NH:28][CH:31]([CH3:33])[CH3:32])[CH:21]=3)=[CH:18][CH:19]=2)=[O:14])[C:8]([NH:9][CH3:10])=[O:11])[CH2:6][CH2:5][CH2:4][CH2:3][CH2:2]1, predict the reactants needed to synthesize it. The reactants are: [CH:1]1([C@H:7]([NH:12][C:13]([C:15]2[O:16][C:17]([C:20]3[CH:25]=[CH:24][CH:23]=[C:22]([CH2:26][NH2:27])[CH:21]=3)=[CH:18][CH:19]=2)=[O:14])[C:8](=[O:11])[NH:9][CH3:10])[CH2:6][CH2:5][CH2:4][CH2:3][CH2:2]1.[N:28]([CH:31]([CH3:33])[CH3:32])=[C:29]=[O:30].